The task is: Predict the reactants needed to synthesize the given product.. This data is from Full USPTO retrosynthesis dataset with 1.9M reactions from patents (1976-2016). Given the product [CH3:1][O:2][C:3](=[O:19])[CH2:4][C:5]1[CH:10]=[CH:9][CH:8]=[C:7]([C:21]2[CH:22]=[CH:23][CH:24]=[CH:25][N:20]=2)[CH:6]=1, predict the reactants needed to synthesize it. The reactants are: [CH3:1][O:2][C:3](=[O:19])[CH2:4][C:5]1[CH:10]=[CH:9][CH:8]=[C:7](OS(C(F)(F)F)(=O)=O)[CH:6]=1.[N:20]1[CH:25]=[CH:24][CH:23]=[CH:22][C:21]=1[SnH3].[Li+].[Cl-].C(C1C=C(C)C=C(C(C)(C)C)C=1O)(C)(C)C.